Dataset: Forward reaction prediction with 1.9M reactions from USPTO patents (1976-2016). Task: Predict the product of the given reaction. Given the reactants Cl[C:2]1[CH:18]=[C:17]([CH:19]([CH3:21])[CH3:20])[C:5]([C:6]([NH:8][CH2:9][C:10]2[CH:15]=[CH:14][C:13]([F:16])=[CH:12][CH:11]=2)=[O:7])=[CH:4][N:3]=1.[F:22][C:23]([F:32])([F:31])[C:24]1[CH:25]=[C:26]([CH:28]=[CH:29][CH:30]=1)[NH2:27].CS(O)(=O)=O.O1CCOCC1, predict the reaction product. The product is: [F:16][C:13]1[CH:14]=[CH:15][C:10]([CH2:9][NH:8][C:6](=[O:7])[C:5]2[C:17]([CH:19]([CH3:21])[CH3:20])=[CH:18][C:2]([NH:27][C:26]3[CH:28]=[CH:29][CH:30]=[C:24]([C:23]([F:22])([F:31])[F:32])[CH:25]=3)=[N:3][CH:4]=2)=[CH:11][CH:12]=1.